Dataset: Forward reaction prediction with 1.9M reactions from USPTO patents (1976-2016). Task: Predict the product of the given reaction. (1) Given the reactants [NH2:1][CH2:2][C:3]1[CH:28]=[C:27]([F:29])[CH:26]=[CH:25][C:4]=1[CH2:5][O:6][C:7]1[CH2:12][CH:11]([CH3:13])[N:10]([CH2:14][C:15]2[CH:20]=[CH:19][C:18]([O:21][CH3:22])=[CH:17][CH:16]=2)[C:9](=[O:23])[C:8]=1[Cl:24].C(N(CC)CC)C.[C:37]([C:41]1[CH:45]=[C:44]([NH:46][C:47](=O)[O:48]C2C=CC=CC=2)[N:43]([C:56]2[CH:61]=[CH:60][C:59]([OH:62])=[C:58]([Cl:63])[CH:57]=2)[N:42]=1)([CH3:40])([CH3:39])[CH3:38].[F-].C([N+](CCCC)(CCCC)CCCC)CCC, predict the reaction product. The product is: [C:37]([C:41]1[CH:45]=[C:44]([NH:46][C:47]([NH:1][CH2:2][C:3]2[CH:28]=[C:27]([F:29])[CH:26]=[CH:25][C:4]=2[CH2:5][O:6][C:7]2[CH:12]=[C:11]([CH3:13])[N:10]([CH2:14][C:15]3[CH:20]=[CH:19][C:18]([O:21][CH3:22])=[CH:17][CH:16]=3)[C:9](=[O:23])[C:8]=2[Cl:24])=[O:48])[N:43]([C:56]2[CH:61]=[CH:60][C:59]([OH:62])=[C:58]([Cl:63])[CH:57]=2)[N:42]=1)([CH3:40])([CH3:38])[CH3:39]. (2) Given the reactants C(OC([N:8]1[CH2:12][CH2:11][CH2:10][CH:9]1[CH2:13][CH2:14][C:15]([OH:17])=[O:16])=O)(C)(C)C.[ClH:18], predict the reaction product. The product is: [ClH:18].[NH:8]1[CH2:12][CH2:11][CH2:10][CH:9]1[CH2:13][CH2:14][C:15]([OH:17])=[O:16].